From a dataset of Catalyst prediction with 721,799 reactions and 888 catalyst types from USPTO. Predict which catalyst facilitates the given reaction. (1) Reactant: [CH3:1][O:2][C:3]1[CH:23]=[CH:22][C:6]([CH2:7][N:8]2[C:12]3=[N:13][CH:14]=[C:15]4[C:19](=[O:20])[NH:18][C:17](=[O:21])[C:16]4=[C:11]3[CH:10]=[N:9]2)=[CH:5][CH:4]=1.[H-].[Na+].Br[CH2:27][CH2:28][C:29]1[CH:34]=[CH:33][CH:32]=[CH:31][CH:30]=1.O. The catalyst class is: 9. Product: [CH3:1][O:2][C:3]1[CH:4]=[CH:5][C:6]([CH2:7][N:8]2[C:12]3=[N:13][CH:14]=[C:15]4[C:19](=[O:20])[N:18]([CH2:27][CH2:28][C:29]5[CH:34]=[CH:33][CH:32]=[CH:31][CH:30]=5)[C:17](=[O:21])[C:16]4=[C:11]3[CH:10]=[N:9]2)=[CH:22][CH:23]=1. (2) Reactant: C[O:2][C:3](=[O:22])[CH2:4][CH:5]([N:12]1[CH2:20][C:19]2[C:14](=[CH:15][CH:16]=[CH:17][CH:18]=2)[C:13]1=[O:21])[C:6]1[CH:11]=[CH:10][CH:9]=[CH:8][CH:7]=1.Cl. Product: [O:21]=[C:13]1[C:14]2[C:19](=[CH:18][CH:17]=[CH:16][CH:15]=2)[CH2:20][N:12]1[CH:5]([C:6]1[CH:11]=[CH:10][CH:9]=[CH:8][CH:7]=1)[CH2:4][C:3]([OH:22])=[O:2]. The catalyst class is: 562. (3) Reactant: [CH3:1][C:2]1[N:7]=[C:6]([CH2:8][C:9]([O:11]C(C)(C)C)=[O:10])[CH:5]=[CH:4][CH:3]=1.C([SiH](CC)CC)C.[C:23]([OH:29])([C:25]([F:28])([F:27])[F:26])=[O:24]. Product: [OH:29][C:23]([C:25]([F:28])([F:27])[F:26])=[O:24].[CH3:1][C:2]1[N:7]=[C:6]([CH2:8][C:9]([OH:11])=[O:10])[CH:5]=[CH:4][CH:3]=1. The catalyst class is: 4. (4) Reactant: [F:1][C:2]1[C:11]2[C:6](=[C:7]([N+:12]([O-])=O)[CH:8]=[CH:9][CH:10]=2)[CH:5]=[CH:4][CH:3]=1.[CH3:15][C:16](OC(C)=O)=[O:17]. Product: [F:1][C:2]1[CH:3]=[CH:4][CH:5]=[C:6]2[C:11]=1[CH:10]=[CH:9][CH:8]=[C:7]2[NH:12][C:16](=[O:17])[CH3:15]. The catalyst class is: 409. (5) Reactant: [F:1][C:2]([F:17])([F:16])[C:3]([C:9]1[CH:14]=[CH:13][C:12](I)=[CH:11][CH:10]=1)([OH:8])[C:4]([F:7])([F:6])[F:5].[CH3:18][C:19]1([CH3:35])[C:23]([CH3:25])([CH3:24])[O:22][B:21]([B:21]2[O:22][C:23]([CH3:25])([CH3:24])[C:19]([CH3:35])([CH3:18])[O:20]2)[O:20]1.CC([O-])=O.[K+]. Product: [F:1][C:2]([F:17])([F:16])[C:3]([C:9]1[CH:14]=[CH:13][C:12]([B:21]2[O:22][C:23]([CH3:25])([CH3:24])[C:19]([CH3:35])([CH3:18])[O:20]2)=[CH:11][CH:10]=1)([OH:8])[C:4]([F:7])([F:6])[F:5]. The catalyst class is: 233.